The task is: Regression. Given two drug SMILES strings and cell line genomic features, predict the synergy score measuring deviation from expected non-interaction effect.. This data is from NCI-60 drug combinations with 297,098 pairs across 59 cell lines. (1) Drug 1: C1CCN(CC1)CCOC2=CC=C(C=C2)C(=O)C3=C(SC4=C3C=CC(=C4)O)C5=CC=C(C=C5)O. Drug 2: CS(=O)(=O)CCNCC1=CC=C(O1)C2=CC3=C(C=C2)N=CN=C3NC4=CC(=C(C=C4)OCC5=CC(=CC=C5)F)Cl. Cell line: A549. Synergy scores: CSS=15.0, Synergy_ZIP=1.02, Synergy_Bliss=2.43, Synergy_Loewe=-0.924, Synergy_HSA=-0.955. (2) Drug 1: C1=CN(C=N1)CC(O)(P(=O)(O)O)P(=O)(O)O. Drug 2: CC1C(C(CC(O1)OC2CC(CC3=C2C(=C4C(=C3O)C(=O)C5=CC=CC=C5C4=O)O)(C(=O)C)O)N)O. Cell line: HT29. Synergy scores: CSS=34.1, Synergy_ZIP=4.60, Synergy_Bliss=4.23, Synergy_Loewe=-34.9, Synergy_HSA=2.86. (3) Drug 1: COC1=C(C=C2C(=C1)N=CN=C2NC3=CC(=C(C=C3)F)Cl)OCCCN4CCOCC4. Drug 2: CC1=C(C=C(C=C1)NC(=O)C2=CC=C(C=C2)CN3CCN(CC3)C)NC4=NC=CC(=N4)C5=CN=CC=C5. Cell line: RXF 393. Synergy scores: CSS=26.1, Synergy_ZIP=-6.25, Synergy_Bliss=0.0382, Synergy_Loewe=-2.37, Synergy_HSA=0.718. (4) Drug 1: CS(=O)(=O)C1=CC(=C(C=C1)C(=O)NC2=CC(=C(C=C2)Cl)C3=CC=CC=N3)Cl. Drug 2: C1CCC(CC1)NC(=O)N(CCCl)N=O. Cell line: SK-MEL-5. Synergy scores: CSS=6.71, Synergy_ZIP=0.227, Synergy_Bliss=4.37, Synergy_Loewe=-4.01, Synergy_HSA=-0.793. (5) Cell line: SK-MEL-5. Drug 1: CC12CCC3C(C1CCC2=O)CC(=C)C4=CC(=O)C=CC34C. Synergy scores: CSS=25.5, Synergy_ZIP=2.15, Synergy_Bliss=3.93, Synergy_Loewe=-15.2, Synergy_HSA=-0.594. Drug 2: CCCCCOC(=O)NC1=NC(=O)N(C=C1F)C2C(C(C(O2)C)O)O.